Dataset: Full USPTO retrosynthesis dataset with 1.9M reactions from patents (1976-2016). Task: Predict the reactants needed to synthesize the given product. (1) Given the product [NH2:1][C:2]1[C:7]([C:8]#[N:9])=[C:6]([C:10]2[CH:11]=[CH:12][C:13]([O:16][CH2:17][C@@H:18]([O:20][Si:21]([C:24]([CH3:25])([CH3:26])[CH3:27])([CH3:22])[CH3:23])[CH3:19])=[CH:14][CH:15]=2)[C:5]([C:28]#[N:29])=[C:4]([S:30][CH2:32][C:33]2[N:34]=[C:35]([C:39]3[CH:44]=[CH:43][C:42]([F:45])=[CH:41][CH:40]=3)[O:36][C:37]=2[CH3:38])[N:3]=1, predict the reactants needed to synthesize it. The reactants are: [NH2:1][C:2]1[C:7]([C:8]#[N:9])=[C:6]([C:10]2[CH:15]=[CH:14][C:13]([O:16][CH2:17][C@@H:18]([O:20][Si:21]([C:24]([CH3:27])([CH3:26])[CH3:25])([CH3:23])[CH3:22])[CH3:19])=[CH:12][CH:11]=2)[C:5]([C:28]#[N:29])=[C:4]([SH:30])[N:3]=1.Cl[CH2:32][C:33]1[N:34]=[C:35]([C:39]2[CH:44]=[CH:43][C:42]([F:45])=[CH:41][CH:40]=2)[O:36][C:37]=1[CH3:38].C(=O)(O)[O-].[Na+]. (2) The reactants are: [Cl:1][C:2]1[CH:3]=[CH:4][C:5]2[N:11]3[CH:12]=[CH:13][CH:14]=[C:10]3[CH:9]([CH2:15][C:16]([O:18]CC3C=CC=CC=3)=[O:17])[O:8][CH:7]([C:26]3[C:35]4[O:34][CH2:33][CH2:32][O:31][C:30]=4[CH:29]=[CH:28][CH:27]=3)[C:6]=2[CH:36]=1.[H][H]. Given the product [Cl:1][C:2]1[CH:3]=[CH:4][C:5]2[N:11]3[CH:12]=[CH:13][CH:14]=[C:10]3[CH:9]([CH2:15][C:16]([OH:18])=[O:17])[O:8][CH:7]([C:26]3[C:35]4[O:34][CH2:33][CH2:32][O:31][C:30]=4[CH:29]=[CH:28][CH:27]=3)[C:6]=2[CH:36]=1, predict the reactants needed to synthesize it. (3) Given the product [CH2:5]([C:4]1[N:11]=[C:15]([CH2:14][C:12]#[N:13])[NH:17][N:18]=1)[CH2:6][CH2:7][CH3:8], predict the reactants needed to synthesize it. The reactants are: [OH-].[Na+].Cl.[C:4](=[NH:11])(OC)[CH2:5][CH2:6][CH2:7][CH3:8].[C:12]([CH2:14][C:15]([NH:17][NH2:18])=O)#[N:13].